From a dataset of NCI-60 drug combinations with 297,098 pairs across 59 cell lines. Regression. Given two drug SMILES strings and cell line genomic features, predict the synergy score measuring deviation from expected non-interaction effect. (1) Drug 1: C1=CC(=CC=C1CC(C(=O)O)N)N(CCCl)CCCl.Cl. Drug 2: B(C(CC(C)C)NC(=O)C(CC1=CC=CC=C1)NC(=O)C2=NC=CN=C2)(O)O. Cell line: DU-145. Synergy scores: CSS=11.4, Synergy_ZIP=-2.76, Synergy_Bliss=5.88, Synergy_Loewe=1.31, Synergy_HSA=4.88. (2) Drug 1: CC1OCC2C(O1)C(C(C(O2)OC3C4COC(=O)C4C(C5=CC6=C(C=C35)OCO6)C7=CC(=C(C(=C7)OC)O)OC)O)O. Drug 2: CN(C(=O)NC(C=O)C(C(C(CO)O)O)O)N=O. Cell line: HOP-62. Synergy scores: CSS=25.3, Synergy_ZIP=-1.02, Synergy_Bliss=-2.19, Synergy_Loewe=-34.7, Synergy_HSA=-1.25. (3) Cell line: SN12C. Synergy scores: CSS=-2.47, Synergy_ZIP=-2.34, Synergy_Bliss=-4.79, Synergy_Loewe=-7.19, Synergy_HSA=-7.18. Drug 1: C1CC(=O)NC(=O)C1N2CC3=C(C2=O)C=CC=C3N. Drug 2: C1=CC(=CC=C1C#N)C(C2=CC=C(C=C2)C#N)N3C=NC=N3. (4) Drug 1: CN1C(=O)N2C=NC(=C2N=N1)C(=O)N. Drug 2: CN(C(=O)NC(C=O)C(C(C(CO)O)O)O)N=O. Cell line: KM12. Synergy scores: CSS=2.13, Synergy_ZIP=-0.907, Synergy_Bliss=-1.55, Synergy_Loewe=0.317, Synergy_HSA=-1.97. (5) Drug 1: CN(C(=O)NC(C=O)C(C(C(CO)O)O)O)N=O. Drug 2: C(CCl)NC(=O)N(CCCl)N=O. Cell line: A498. Synergy scores: CSS=70.1, Synergy_ZIP=-2.80, Synergy_Bliss=-2.59, Synergy_Loewe=-7.11, Synergy_HSA=0.241. (6) Drug 1: CC1=C(C(=CC=C1)Cl)NC(=O)C2=CN=C(S2)NC3=CC(=NC(=N3)C)N4CCN(CC4)CCO. Drug 2: C1CC(=O)NC(=O)C1N2C(=O)C3=CC=CC=C3C2=O. Cell line: NCI/ADR-RES. Synergy scores: CSS=-3.98, Synergy_ZIP=5.12, Synergy_Bliss=7.91, Synergy_Loewe=-1.26, Synergy_HSA=-0.370. (7) Drug 1: CCC1=CC2CC(C3=C(CN(C2)C1)C4=CC=CC=C4N3)(C5=C(C=C6C(=C5)C78CCN9C7C(C=CC9)(C(C(C8N6C)(C(=O)OC)O)OC(=O)C)CC)OC)C(=O)OC. Drug 2: B(C(CC(C)C)NC(=O)C(CC1=CC=CC=C1)NC(=O)C2=NC=CN=C2)(O)O. Cell line: T-47D. Synergy scores: CSS=49.2, Synergy_ZIP=-1.59, Synergy_Bliss=-4.72, Synergy_Loewe=-8.21, Synergy_HSA=-1.92. (8) Drug 1: CC12CCC3C(C1CCC2=O)CC(=C)C4=CC(=O)C=CC34C. Drug 2: CCN(CC)CCCC(C)NC1=C2C=C(C=CC2=NC3=C1C=CC(=C3)Cl)OC. Cell line: CCRF-CEM. Synergy scores: CSS=84.2, Synergy_ZIP=-1.10, Synergy_Bliss=-1.96, Synergy_Loewe=-3.02, Synergy_HSA=-1.41.